From a dataset of Forward reaction prediction with 1.9M reactions from USPTO patents (1976-2016). Predict the product of the given reaction. (1) Given the reactants [CH3:1][C:2]([Si:5]([CH3:31])([CH3:30])[O:6][CH2:7][CH2:8][NH:9][CH2:10][C:11]1[CH:12]=[C:13]([C:20]2[CH:25]=[CH:24][C:23]([C:26]([F:29])([F:28])[F:27])=[CH:22][CH:21]=2)[CH:14]=[CH:15][C:16]=1[N+:17]([O-])=O)([CH3:4])[CH3:3].[H][H], predict the reaction product. The product is: [NH2:17][C:16]1[CH:15]=[CH:14][C:13]([C:20]2[CH:21]=[CH:22][C:23]([C:26]([F:28])([F:29])[F:27])=[CH:24][CH:25]=2)=[CH:12][C:11]=1[CH2:10][NH:9][CH2:8][CH2:7][O:6][Si:5]([C:2]([CH3:4])([CH3:3])[CH3:1])([CH3:30])[CH3:31]. (2) Given the reactants [Cl-].[C:2]([CH2:5][C:6]1[CH:7]=[NH+:8][CH:9]=[CH:10][CH:11]=1)([OH:4])=O.[C:12]1(=O)[C:20]2[C:15](=[CH:16][CH:17]=[CH:18][CH:19]=2)C(=O)[O:13]1, predict the reaction product. The product is: [N:8]1[CH:9]=[CH:10][CH:11]=[C:6]([CH:5]=[C:2]2[C:15]3[C:20](=[CH:19][CH:18]=[CH:17][CH:16]=3)[C:12](=[O:13])[O:4]2)[CH:7]=1.